From a dataset of Peptide-MHC class I binding affinity with 185,985 pairs from IEDB/IMGT. Regression. Given a peptide amino acid sequence and an MHC pseudo amino acid sequence, predict their binding affinity value. This is MHC class I binding data. (1) The peptide sequence is VIDRLPSET. The MHC is HLA-A02:01 with pseudo-sequence HLA-A02:01. The binding affinity (normalized) is 0.246. (2) The peptide sequence is IEELRQHLL. The MHC is HLA-B15:03 with pseudo-sequence HLA-B15:03. The binding affinity (normalized) is 0.242. (3) The peptide sequence is RLFNANAEEYHALSA. The MHC is HLA-A02:06 with pseudo-sequence HLA-A02:06. The binding affinity (normalized) is 0.137. (4) The peptide sequence is YTVKYPNQ. The MHC is H-2-Db with pseudo-sequence H-2-Db. The binding affinity (normalized) is 0. (5) The peptide sequence is MAGGIGLSI. The MHC is Mamu-B17 with pseudo-sequence Mamu-B17. The binding affinity (normalized) is 0.286.